This data is from Catalyst prediction with 721,799 reactions and 888 catalyst types from USPTO. The task is: Predict which catalyst facilitates the given reaction. (1) Reactant: [CH3:1][C:2]1[C:3](N)=[N:4][CH:5]=[CH:6][CH:7]=1.[N+:9]([O-])([OH:11])=[O:10].[OH2:13]. Product: [CH3:1][C:2]1[C:3](=[O:13])[NH:4][CH:5]=[C:6]([N+:9]([O-:11])=[O:10])[CH:7]=1. The catalyst class is: 65. (2) Reactant: [F:1][C:2]1[C:11](F)=[CH:10][CH:9]=[C:8]2[C:3]=1[CH2:4][CH2:5][NH:6][C:7]2=[O:13].[NH3:14]. Product: [NH2:14][C:11]1[C:2]([F:1])=[C:3]2[C:8](=[CH:9][CH:10]=1)[C:7](=[O:13])[NH:6][CH2:5][CH2:4]2. The catalyst class is: 5. (3) Reactant: [Br:1][C:2]1[N:7]=[C:6]([CH:8]=[O:9])[CH:5]=[CH:4][CH:3]=1.[C:10]([Mg]Br)#[CH:11]. Product: [Br:1][C:2]1[N:7]=[C:6]([CH:8]([OH:9])[C:10]#[CH:11])[CH:5]=[CH:4][CH:3]=1. The catalyst class is: 1. (4) Reactant: C(OC([N:8]1[CH2:12][CH2:11][CH:10]([N:13]([CH2:17][C:18]2[CH:23]=[CH:22][C:21]([Cl:24])=[CH:20][CH:19]=2)[CH:14]([CH3:16])[CH3:15])[CH2:9]1)=O)(C)(C)C.FC(F)(F)C(O)=O. Product: [Cl:24][C:21]1[CH:22]=[CH:23][C:18]([CH2:17][N:13]([CH:14]([CH3:15])[CH3:16])[CH:10]2[CH2:11][CH2:12][NH:8][CH2:9]2)=[CH:19][CH:20]=1. The catalyst class is: 4. (5) Reactant: [Br:1][C:2]1[C:3]([NH:9][C:10](=[O:15])[C:11]([CH3:14])([CH3:13])[CH3:12])=[N:4][C:5]([Cl:8])=[CH:6][CH:7]=1.[H-].[Na+].[CH2:18](I)[CH:19]=[CH2:20].O. The catalyst class is: 3. Product: [Br:1][C:2]1[C:3]([N:9]([CH2:20][CH:19]=[CH2:18])[C:10](=[O:15])[C:11]([CH3:12])([CH3:14])[CH3:13])=[N:4][C:5]([Cl:8])=[CH:6][CH:7]=1. (6) Reactant: [CH2:1]([C:3]1[N:7]([CH2:8][C:9]2[CH:14]=[CH:13][C:12]([F:15])=[CH:11][CH:10]=2)[C:6]([CH2:16][N:17]([CH2:25][C:26]2[CH:31]=[C:30]([CH:32]3[NH:39][CH2:38][C:35]4([CH2:37][CH2:36]4)[CH2:34][O:33]3)[CH:29]=[C:28]([CH3:40])[N:27]=2)[C:18](=[O:24])[O:19][C:20]([CH3:23])([CH3:22])[CH3:21])=[N:5][CH:4]=1)[CH3:2].[F:41][C:42]([F:53])([F:52])[C:43](O[C:43](=[O:44])[C:42]([F:53])([F:52])[F:41])=[O:44]. Product: [CH2:1]([C:3]1[N:7]([CH2:8][C:9]2[CH:14]=[CH:13][C:12]([F:15])=[CH:11][CH:10]=2)[C:6]([CH2:16][N:17]([CH2:25][C:26]2[CH:31]=[C:30]([CH:32]3[N:39]([C:43](=[O:44])[C:42]([F:53])([F:52])[F:41])[CH2:38][C:35]4([CH2:36][CH2:37]4)[CH2:34][O:33]3)[CH:29]=[C:28]([CH3:40])[N:27]=2)[C:18](=[O:24])[O:19][C:20]([CH3:22])([CH3:23])[CH3:21])=[N:5][CH:4]=1)[CH3:2]. The catalyst class is: 26. (7) Reactant: [N+]([O-])(O)=O.[N+]([O-])(O)=O.[CH3:9][O:10][C:11]1[CH:12]=[C:13]([NH:23][C:24]([NH2:26])=[NH:25])[CH:14]=[CH:15][C:16]=1[N:17]1[CH:21]=[C:20]([CH3:22])[N:19]=[CH:18]1.CN(C)[CH:29]=[C:30]([C:36](=O)[C:37]1[CH:42]=[CH:41][C:40]([Cl:43])=[CH:39][CH:38]=1)[C:31]([O:33][CH2:34][CH3:35])=[O:32].C(N(CC)CC)C. Product: [Cl:43][C:40]1[CH:39]=[CH:38][C:37]([C:36]2[C:30]([C:31]([O:33][CH2:34][CH3:35])=[O:32])=[CH:29][N:26]=[C:24]([NH:23][C:13]3[CH:14]=[CH:15][C:16]([N:17]4[CH:21]=[C:20]([CH3:22])[N:19]=[CH:18]4)=[C:11]([O:10][CH3:9])[CH:12]=3)[N:25]=2)=[CH:42][CH:41]=1. The catalyst class is: 162.